From a dataset of Reaction yield outcomes from USPTO patents with 853,638 reactions. Predict the reaction yield, written as a fraction of the theoretical maximum amount of product (1.0 means a 100% yield; for example, 0.34 means a 34% yield). (1) The reactants are CO[C:3](=[O:25])[C:4]1[CH:9]=[CH:8][C:7]([O:10][CH2:11][C:12]2[C:13]([C:18]3[CH:23]=[CH:22][CH:21]=[CH:20][C:19]=3[F:24])=[N:14][O:15][C:16]=2[CH3:17])=[N:6][CH:5]=1.[NH2:26][CH:27]1[CH2:32][CH2:31][O:30][CH2:29][CH2:28]1. No catalyst specified. The product is [F:24][C:19]1[CH:20]=[CH:21][CH:22]=[CH:23][C:18]=1[C:13]1[C:12]([CH2:11][O:10][C:7]2[CH:8]=[CH:9][C:4]([C:3]([NH:26][CH:27]3[CH2:32][CH2:31][O:30][CH2:29][CH2:28]3)=[O:25])=[CH:5][N:6]=2)=[C:16]([CH3:17])[O:15][N:14]=1. The yield is 0.920. (2) The yield is 0.450. The reactants are [NH2:1][C:2]1[N:10]=[CH:9][N:8]=[C:7]2[C:3]=1[NH:4][C:5](=[O:25])[N:6]2[C:11]1[CH:12]=[C:13]([NH:17][C:18](=[O:24])[O:19][C:20]([CH3:23])([CH3:22])[CH3:21])[CH:14]=[CH:15][CH:16]=1.[O:26]([C:33]1[CH:38]=[CH:37][C:36](B(O)O)=[CH:35][CH:34]=1)[C:27]1[CH:32]=[CH:31][CH:30]=[CH:29][CH:28]=1.N1C=CC=CC=1. The catalyst is CN(C=O)C.CC([O-])=O.CC([O-])=O.[Cu+2]. The product is [NH2:1][C:2]1[N:10]=[CH:9][N:8]=[C:7]2[C:3]=1[N:4]([C:36]1[CH:37]=[CH:38][C:33]([O:26][C:27]3[CH:32]=[CH:31][CH:30]=[CH:29][CH:28]=3)=[CH:34][CH:35]=1)[C:5](=[O:25])[N:6]2[C:11]1[CH:12]=[C:13]([NH:17][C:18](=[O:24])[O:19][C:20]([CH3:22])([CH3:21])[CH3:23])[CH:14]=[CH:15][CH:16]=1. (3) The reactants are [H-].[Na+].[OH:3][CH:4]1[CH2:7][N:6]([C:8]([O:10][C:11]([CH3:14])([CH3:13])[CH3:12])=[O:9])[CH2:5]1.FC(F)(F)S(O[CH2:21][C:22]([F:25])([F:24])[F:23])(=O)=O.O. The catalyst is CN(C)C=O. The product is [F:23][C:22]([F:25])([F:24])[CH2:21][O:3][CH:4]1[CH2:5][N:6]([C:8]([O:10][C:11]([CH3:14])([CH3:13])[CH3:12])=[O:9])[CH2:7]1. The yield is 0.480. (4) The reactants are C(OC([NH:8][C@@H:9]1[CH2:14][C@H:13]2[CH2:15][C@@H:10]1[CH2:11][N:12]2[C:16]1[C:28]2[C:27]3[C:22](=[C:23]([N:31](C)[C:32](=O)OC(C)(C)C)[CH:24]=[C:25]([F:30])[C:26]=3[F:29])[NH:21][C:20]=2[N:19]=[C:18]([O:40][C:41]2[CH:42]=[N:43][C:44]([C@H:47]([O:49][P:50]([O:56]C(C)C)([O:52]C(C)C)=[O:51])[CH3:48])=[N:45][CH:46]=2)[N:17]=1)=O)(C)(C)C. The catalyst is FC(F)(F)C(O)=O. The product is [P:50]([OH:52])([OH:56])([O:49][C@@H:47]([C:44]1[N:45]=[CH:46][C:41]([O:40][C:18]2[N:17]=[C:16]([N:12]3[CH2:11][C@H:10]4[CH2:15][C@@H:13]3[CH2:14][C@H:9]4[NH2:8])[C:28]3[C:27]4[C:22](=[C:23]([NH:31][CH3:32])[CH:24]=[C:25]([F:30])[C:26]=4[F:29])[NH:21][C:20]=3[N:19]=2)=[CH:42][N:43]=1)[CH3:48])=[O:51]. The yield is 0.710. (5) The reactants are [S:1]=[C:2]1[N:6]([C:7]2[CH:12]=[CH:11][CH:10]=[C:9]([C:13]([F:16])([F:15])[F:14])[CH:8]=2)[C:5](=[O:17])[CH2:4][S:3]1.[C:18]([C:21]1[CH:28]=[CH:27][C:24]([CH:25]=O)=[CH:23][CH:22]=1)([OH:20])=[O:19].N1CCCCC1. The catalyst is C(O)C. The product is [CH:11]1[CH:12]=[C:7]([N:6]2[C:2](=[S:1])[S:3]/[C:4](=[CH:25]\[C:24]3[CH:27]=[CH:28][C:21]([C:18]([OH:20])=[O:19])=[CH:22][CH:23]=3)/[C:5]2=[O:17])[CH:8]=[C:9]([C:13]([F:14])([F:15])[F:16])[CH:10]=1. The yield is 0.670. (6) The reactants are [C:1]([CH2:3][CH2:4][C@@H:5]([F:17])[CH2:6][N:7]1[CH:11]=[C:10]([C:12]([O:14][CH2:15][CH3:16])=[O:13])[N:9]=[N:8]1)#[N:2].[NH:18]([C:20](=[S:22])[NH2:21])N. The catalyst is C(O)(C(F)(F)F)=O. The product is [NH2:21][C:20]1[S:22][C:1]([CH2:3][CH2:4][C@@H:5]([F:17])[CH2:6][N:7]2[CH:11]=[C:10]([C:12]([O:14][CH2:15][CH3:16])=[O:13])[N:9]=[N:8]2)=[N:2][N:18]=1. The yield is 0.620.